Dataset: Catalyst prediction with 721,799 reactions and 888 catalyst types from USPTO. Task: Predict which catalyst facilitates the given reaction. Reactant: [Cl:1][C:2]1[N:3]=[C:4]([N:11]2[CH2:16][CH2:15][O:14][CH2:13][CH2:12]2)[C:5]2[S:10][CH:9]=[N:8][C:6]=2[N:7]=1.C([Li])CCC.CCCCCC.CN([CH:31]=[O:32])C. Product: [Cl:1][C:2]1[N:3]=[C:4]([N:11]2[CH2:12][CH2:13][O:14][CH2:15][CH2:16]2)[C:5]2[S:10][C:9]([CH:31]=[O:32])=[N:8][C:6]=2[N:7]=1. The catalyst class is: 1.